From a dataset of NCI-60 drug combinations with 297,098 pairs across 59 cell lines. Regression. Given two drug SMILES strings and cell line genomic features, predict the synergy score measuring deviation from expected non-interaction effect. (1) Drug 1: COC1=CC(=CC(=C1O)OC)C2C3C(COC3=O)C(C4=CC5=C(C=C24)OCO5)OC6C(C(C7C(O6)COC(O7)C8=CC=CS8)O)O. Drug 2: N.N.Cl[Pt+2]Cl. Cell line: COLO 205. Synergy scores: CSS=23.7, Synergy_ZIP=-1.90, Synergy_Bliss=-7.41, Synergy_Loewe=-40.1, Synergy_HSA=-12.1. (2) Drug 1: CC1=CC2C(CCC3(C2CCC3(C(=O)C)OC(=O)C)C)C4(C1=CC(=O)CC4)C. Drug 2: CCN(CC)CCNC(=O)C1=C(NC(=C1C)C=C2C3=C(C=CC(=C3)F)NC2=O)C. Cell line: OVCAR-8. Synergy scores: CSS=-2.72, Synergy_ZIP=3.52, Synergy_Bliss=3.76, Synergy_Loewe=0.686, Synergy_HSA=1.08. (3) Drug 1: C1=NC2=C(N1)C(=S)N=C(N2)N. Drug 2: CN(CC1=CN=C2C(=N1)C(=NC(=N2)N)N)C3=CC=C(C=C3)C(=O)NC(CCC(=O)O)C(=O)O. Cell line: SR. Synergy scores: CSS=70.4, Synergy_ZIP=2.79, Synergy_Bliss=1.20, Synergy_Loewe=0.828, Synergy_HSA=3.42. (4) Drug 1: C1=C(C(=O)NC(=O)N1)F. Drug 2: COC1=NC(=NC2=C1N=CN2C3C(C(C(O3)CO)O)O)N. Cell line: U251. Synergy scores: CSS=25.8, Synergy_ZIP=1.15, Synergy_Bliss=3.16, Synergy_Loewe=-15.3, Synergy_HSA=-0.930.